This data is from Catalyst prediction with 721,799 reactions and 888 catalyst types from USPTO. The task is: Predict which catalyst facilitates the given reaction. (1) Reactant: C([O:3][C:4](=O)[C:5]([OH:23])([C:19]([F:22])([F:21])[F:20])[CH2:6][C:7]([C:10]1[CH:15]=[C:14]([Br:16])[CH:13]=[CH:12][C:11]=1[O:17][CH3:18])([CH3:9])[CH3:8])C.[H-].[Al+3].[Li+].[H-].[H-].[H-].C(=O)(O)[O-].[Na+]. Product: [Br:16][C:14]1[CH:13]=[CH:12][C:11]([O:17][CH3:18])=[C:10]([C:7]([CH3:9])([CH3:8])[CH2:6][C:5]([OH:23])([C:19]([F:22])([F:21])[F:20])[CH2:4][OH:3])[CH:15]=1. The catalyst class is: 27. (2) Product: [Cl:1][C:2]1[CH:7]=[CH:6][C:5]([N:8]2[N:9]=[C:17]([C:13]3[O:12][CH:16]=[CH:15][CH:14]=3)[O:18][C:21]2=[O:22])=[CH:4][CH:3]=1. The catalyst class is: 20. Reactant: [Cl:1][C:2]1[CH:7]=[CH:6][C:5]([NH:8][NH2:9])=[CH:4][CH:3]=1.[Li+].[OH-].[O:12]1[CH:16]=[CH:15][CH:14]=[C:13]1[C:17](Cl)=[O:18].C[CH2:21][O:22]CC. (3) Reactant: I[C:2]1[N:3]([C:13]2[CH:14]=[CH:15][C:16]3[N:17]([CH3:26])[C:18]4[C:23]([C:24]=3[CH:25]=2)=[CH:22][CH:21]=[CH:20][CH:19]=4)[CH:4]=[C:5]([C:7]2[S:8][C:9]([CH3:12])=[CH:10][CH:11]=2)[N:6]=1.[CH3:27][C:28]1[S:32][C:31](B2OC(C)(C)C(C)(C)O2)=[CH:30][CH:29]=1.C([O-])([O-])=O.[Na+].[Na+]. Product: [CH3:27][C:28]1[S:32][C:31]([C:2]2[N:3]([C:13]3[CH:14]=[CH:15][C:16]4[N:17]([CH3:26])[C:18]5[C:23]([C:24]=4[CH:25]=3)=[CH:22][CH:21]=[CH:20][CH:19]=5)[CH:4]=[C:5]([C:7]3[S:8][C:9]([CH3:12])=[CH:10][CH:11]=3)[N:6]=2)=[CH:30][CH:29]=1. The catalyst class is: 136. (4) Reactant: O1CCCC1.[NH:6]1[CH:10]=[CH:9][N:8]=[C:7]1[CH2:11][CH:12]([CH2:43][C:44]1[NH:45][CH:46]=[CH:47][N:48]=1)[CH2:13][NH:14][C:15]([C:17]1[CH:42]=[CH:41][C:20]([CH2:21][N:22]2[CH:26]([C:27]([O:29]CC)=[O:28])[CH2:25][C:24]3([CH2:36][CH2:35][N:34]([CH2:37][CH:38]([CH3:40])[CH3:39])[CH2:33][CH2:32]3)[CH2:23]2)=[CH:19][CH:18]=1)=[O:16].[OH-].[Na+].Cl. Product: [NH:6]1[CH:10]=[CH:9][N:8]=[C:7]1[CH2:11][CH:12]([CH2:43][C:44]1[NH:45][CH:46]=[CH:47][N:48]=1)[CH2:13][NH:14][C:15]([C:17]1[CH:18]=[CH:19][C:20]([CH2:21][N:22]2[CH:26]([C:27]([OH:29])=[O:28])[CH2:25][C:24]3([CH2:32][CH2:33][N:34]([CH2:37][CH:38]([CH3:39])[CH3:40])[CH2:35][CH2:36]3)[CH2:23]2)=[CH:41][CH:42]=1)=[O:16]. The catalyst class is: 5. (5) Reactant: [CH:1]1([C:4]2[CH:33]=[CH:32][C:7]([CH2:8][O:9][C:10]3[CH:15]=[CH:14][C:13]([CH:16]4[CH2:19][N:18]([C:20]([C:22]5[CH:27]=[C:26]([CH2:28][OH:29])[CH:25]=[CH:24][N:23]=5)=[O:21])[CH2:17]4)=[CH:12][C:11]=3[O:30][CH3:31])=[CH:6][CH:5]=2)[CH2:3][CH2:2]1.C(N(CC)CC)C.[CH3:41][S:42](Cl)(=[O:44])=[O:43].O. Product: [CH3:41][S:42]([O:29][CH2:28][C:26]1[CH:25]=[CH:24][N:23]=[C:22]([C:20]([N:18]2[CH2:17][CH:16]([C:13]3[CH:14]=[CH:15][C:10]([O:9][CH2:8][C:7]4[CH:32]=[CH:33][C:4]([CH:1]5[CH2:3][CH2:2]5)=[CH:5][CH:6]=4)=[C:11]([O:30][CH3:31])[CH:12]=3)[CH2:19]2)=[O:21])[CH:27]=1)(=[O:44])=[O:43]. The catalyst class is: 22. (6) Reactant: [CH2:1]([O:8][C:9]([C@@H:11]1[CH2:15][C@H:14]([NH:16][C:17]([O:19][CH2:20][CH:21]2[C:33]3[CH:32]=[CH:31][CH:30]=[CH:29][C:28]=3[C:27]3[C:22]2=[CH:23][CH:24]=[CH:25][CH:26]=3)=[O:18])[CH2:13][NH:12]1)=[O:10])[C:2]1[CH:7]=[CH:6][CH:5]=[CH:4][CH:3]=1.CCN(CC)CC.[N:41]([C:44]1[C:52]2[C:47](=[CH:48][CH:49]=[CH:50][CH:51]=2)[N:46]([C:53]([NH2:55])=[O:54])[CH:45]=1)=[C:42]=[O:43].O. The catalyst class is: 1. Product: [CH2:1]([O:8][C:9]([C@@H:11]1[CH2:15][C@H:14]([NH:16][C:17]([O:19][CH2:20][CH:21]2[C:33]3[CH:32]=[CH:31][CH:30]=[CH:29][C:28]=3[C:27]3[C:22]2=[CH:23][CH:24]=[CH:25][CH:26]=3)=[O:18])[CH2:13][N:12]1[C:42](=[O:43])[NH:41][C:44]1[C:52]2[C:47](=[CH:48][CH:49]=[CH:50][CH:51]=2)[N:46]([C:53](=[O:54])[NH2:55])[CH:45]=1)=[O:10])[C:2]1[CH:3]=[CH:4][CH:5]=[CH:6][CH:7]=1. (7) Reactant: [CH3:1][C:2]1[CH:3]=[C:4]2[CH:10]=[CH:9][N:8]([Si:11]([CH:18]([CH3:20])[CH3:19])([CH:15]([CH3:17])[CH3:16])[CH:12]([CH3:14])[CH3:13])[C:5]2=[N:6][CH:7]=1.[I:21]N1C(=O)CCC1=O. Product: [I:21][C:10]1[C:4]2[C:5](=[N:6][CH:7]=[C:2]([CH3:1])[CH:3]=2)[N:8]([Si:11]([CH:15]([CH3:17])[CH3:16])([CH:12]([CH3:14])[CH3:13])[CH:18]([CH3:20])[CH3:19])[CH:9]=1. The catalyst class is: 4. (8) Reactant: C[O:2][C:3](=O)[CH2:4][C:5]1[CH:10]=[CH:9][C:8]([NH2:11])=[CH:7][C:6]=1[NH2:12].C[Al](C)C.[OH-].[Na+]. Product: [NH2:11][C:8]1[CH:7]=[C:6]2[C:5]([CH2:4][C:3](=[O:2])[NH:12]2)=[CH:10][CH:9]=1. The catalyst class is: 11. (9) Reactant: Cl[C:2]1[N:7]=[C:6]([Cl:8])[N:5]=[C:4]2[N:9]([CH:12]3[CH2:17][CH2:16][CH2:15][CH2:14][O:13]3)[N:10]=[CH:11][C:3]=12.[Cl-].[Li+].C([Sn](CCCC)(CCCC)[C:25]1[CH:26]=[N:27][CH:28]=[CH:29][CH:30]=1)CCC. Product: [Cl:8][C:6]1[N:5]=[C:4]2[N:9]([CH:12]3[CH2:17][CH2:16][CH2:15][CH2:14][O:13]3)[N:10]=[CH:11][C:3]2=[C:2]([C:25]2[CH:26]=[N:27][CH:28]=[CH:29][CH:30]=2)[N:7]=1. The catalyst class is: 109. (10) Reactant: [C:1](/[CH:3]=[CH:4]/[C@H:5]([NH:13][S:14]([C:17]1[CH:22]=[CH:21][CH:20]=[CH:19][C:18]=1[O:23][C:24]([F:27])([F:26])[F:25])(=[O:16])=[O:15])[CH2:6][C:7]1[CH:12]=[CH:11][CH:10]=[CH:9][CH:8]=1)#[N:2].Br[CH2:29][C:30]([O:32][CH2:33][CH3:34])=[O:31].C([O-])([O-])=O.[K+].[K+].O. Product: [C:1](/[CH:3]=[CH:4]/[C@H:5]([N:13]([CH2:29][C:30]([O:32][CH2:33][CH3:34])=[O:31])[S:14]([C:17]1[CH:22]=[CH:21][CH:20]=[CH:19][C:18]=1[O:23][C:24]([F:25])([F:26])[F:27])(=[O:15])=[O:16])[CH2:6][C:7]1[CH:12]=[CH:11][CH:10]=[CH:9][CH:8]=1)#[N:2]. The catalyst class is: 3.